Predict the reactants needed to synthesize the given product. From a dataset of Full USPTO retrosynthesis dataset with 1.9M reactions from patents (1976-2016). (1) Given the product [NH:7]1[C:6]([CH2:5][CH2:4][CH2:3][CH2:2][C:1]#[N:8])=[N:11][N:10]=[N:9]1, predict the reactants needed to synthesize it. The reactants are: [C:1](#[N:8])[CH2:2][CH2:3][CH2:4][CH2:5][C:6]#[N:7].[N-:9]=[N+:10]=[N-:11].[Na+].[Cl-].[NH4+]. (2) Given the product [Cl:20][C:9]1[C:10]2[C:15](=[CH:14][CH:13]=[CH:12][CH:11]=2)[CH:16]=[C:7]([NH:6][C:3]2[CH:4]=[CH:5][NH:1][N:2]=2)[N:8]=1, predict the reactants needed to synthesize it. The reactants are: [NH:1]1[CH:5]=[CH:4][C:3]([NH:6][C:7]2[NH:8][C:9](=O)[C:10]3[C:15]([CH:16]=2)=[CH:14][CH:13]=[CH:12][CH:11]=3)=[N:2]1.O=P(Cl)(Cl)[Cl:20]. (3) The reactants are: C[O:2][C:3](=[O:44])[CH2:4][C:5]1[CH:10]=[CH:9][CH:8]=[C:7]([O:11][C:12]2[CH:17]=[CH:16][C:15]([C:18]([F:21])([F:20])[F:19])=[CH:14][C:13]=2[CH2:22][N:23]([CH2:42][CH3:43])[S:24]([C:27]2[CH:32]=[CH:31][C:30]([N:33]([CH3:41])[C:34]3[CH:35]=[C:36]([CH3:40])[CH:37]=[CH:38][CH:39]=3)=[CH:29][CH:28]=2)(=[O:26])=[O:25])[CH:6]=1.[OH-].[Li+].Cl. Given the product [CH2:42]([N:23]([CH2:22][C:13]1[CH:14]=[C:15]([C:18]([F:21])([F:19])[F:20])[CH:16]=[CH:17][C:12]=1[O:11][C:7]1[CH:6]=[C:5]([CH2:4][C:3]([OH:44])=[O:2])[CH:10]=[CH:9][CH:8]=1)[S:24]([C:27]1[CH:28]=[CH:29][C:30]([N:33]([CH3:41])[C:34]2[CH:35]=[C:36]([CH3:40])[CH:37]=[CH:38][CH:39]=2)=[CH:31][CH:32]=1)(=[O:25])=[O:26])[CH3:43], predict the reactants needed to synthesize it. (4) Given the product [CH3:1][O:2][C:3]([C:5]1[S:6][C:7]([CH2:13][CH2:14][C:15]([OH:18])([CH3:17])[CH3:16])=[CH:8][C:9]=1[N:10]=[CH:21][N:24]([CH3:26])[CH3:25])=[O:4], predict the reactants needed to synthesize it. The reactants are: [CH3:1][O:2][C:3]([C:5]1[S:6][C:7]([CH2:13][CH2:14][C:15]([OH:18])([CH3:17])[CH3:16])=[CH:8][C:9]=1[N+:10]([O-])=O)=[O:4].CO[CH:21]([N:24]([CH3:26])[CH3:25])OC. (5) Given the product [CH3:32][S:33]([O:20][CH2:19][C:17]1[N:18]=[C:13]([NH:12][C:9]2[CH:10]=[CH:11][N:7]([CH2:6][O:5][CH2:4][CH2:3][Si:2]([CH3:22])([CH3:21])[CH3:1])[N:8]=2)[CH:14]=[CH:15][CH:16]=1)(=[O:35])=[O:34], predict the reactants needed to synthesize it. The reactants are: [CH3:1][Si:2]([CH3:22])([CH3:21])[CH2:3][CH2:4][O:5][CH2:6][N:7]1[CH:11]=[CH:10][C:9]([NH:12][C:13]2[N:18]=[C:17]([CH2:19][OH:20])[CH:16]=[CH:15][CH:14]=2)=[N:8]1.C(N(CC)C(C)C)(C)C.[CH3:32][S:33](Cl)(=[O:35])=[O:34]. (6) The reactants are: [Cl:1][C:2]1[CH:9]=[C:8]([O:10][CH2:11][C:12]#[CH:13])[CH:7]=[C:6]([F:14])[C:3]=1[CH2:4][OH:5].[C:15]([O:19][C:20]([N:22]1[CH2:27][CH2:26][N:25]([C:28](Cl)=[O:29])[C@H:24]([CH2:31][CH3:32])[CH2:23]1)=[O:21])([CH3:18])([CH3:17])[CH3:16]. Given the product [Cl:1][C:2]1[CH:9]=[C:8]([O:10][CH2:11][C:12]#[CH:13])[CH:7]=[C:6]([F:14])[C:3]=1[CH2:4][O:5][C:28]([N:25]1[CH2:26][CH2:27][N:22]([C:20]([O:19][C:15]([CH3:17])([CH3:16])[CH3:18])=[O:21])[CH2:23][C@H:24]1[CH2:31][CH3:32])=[O:29], predict the reactants needed to synthesize it. (7) Given the product [CH2:35]([O:34][C:31]1[CH:30]=[C:6]([CH2:7][N:8]2[CH2:13][CH2:12][CH:11]([NH:14][C:15]3[O:16][C:17]4[CH:23]=[CH:22][C:21]([O:24][CH2:25][CH:26]([OH:29])[CH2:27][OH:28])=[CH:20][C:18]=4[N:19]=3)[CH2:10][CH2:9]2)[CH:5]=[C:4]([O:3][CH2:1][CH3:2])[C:32]=1[C:51]1[CH:56]=[CH:55][C:54]([F:57])=[CH:53][CH:52]=1)[CH3:36], predict the reactants needed to synthesize it. The reactants are: [CH2:1]([O:3][C:4]1[CH:5]=[C:6]([CH:30]=[C:31]([O:34][CH2:35][CH3:36])[C:32]=1F)[CH2:7][N:8]1[CH2:13][CH2:12][CH:11]([NH:14][C:15]2[O:16][C:17]3[CH:23]=[CH:22][C:21]([O:24][CH2:25][CH:26]([OH:29])[CH2:27][OH:28])=[CH:20][C:18]=3[N:19]=2)[CH2:10][CH2:9]1)[CH3:2].C(OC1C=C(C=O)C=C(OCC)C=1[C:51]1[CH:56]=[CH:55][C:54]([F:57])=[CH:53][CH:52]=1)C.C([BH3-])#N.[Na+].C(N(C(C)C)C(C)C)C. (8) Given the product [CH2:1]([N:8]1[C:9]2([CH2:14][CH2:53][CH:51]([O:50][CH3:49])[CH2:11][CH2:10]2)[C:17]([OH:18])=[C:27]([C:28]2[CH:33]=[C:32]([CH3:34])[CH:31]=[CH:30][C:29]=2[CH3:35])[C:26]1=[O:36])[C:2]1[CH:3]=[CH:4][CH:5]=[CH:6][CH:7]=1, predict the reactants needed to synthesize it. The reactants are: [CH2:1]([N:8]([C:26](=[O:36])[CH2:27][C:28]1[CH:33]=[C:32]([CH3:34])[CH:31]=[CH:30][C:29]=1[CH3:35])[C:9]1([C:17](NC2C=CC=CC=2)=[O:18])[CH2:14]CC(OC)[CH2:11][CH2:10]1)[C:2]1[CH:7]=[CH:6][CH:5]=[CH:4][CH:3]=1.CC(C)([O-])C.[K+].CN(C=O)C.C[CH2:49][O:50][C:51]([CH3:53])=O. (9) Given the product [CH3:12][O:14][C:15](=[O:16])[C:17]1[CH:30]=[CH:19][C:20]([N:23]2[CH2:28][CH2:27][N:26]([C:2]3[C:7]4[CH2:8][CH2:9][CH2:10][C:6]=4[C:5]([Cl:11])=[N:4][N:3]=3)[C@@H:25]([CH3:29])[CH2:24]2)=[N:21][CH:22]=1, predict the reactants needed to synthesize it. The reactants are: Cl[C:2]1[C:7]2[CH2:8][CH2:9][CH2:10][C:6]=2[C:5]([Cl:11])=[N:4][N:3]=1.[CH2:12]([O:14][C:15]([C:17]1N=[CH:19][C:20]([N:23]2[CH2:28][CH2:27][NH:26][C@@H:25]([CH3:29])[CH2:24]2)=[N:21][CH:22]=1)=[O:16])C.[CH2:30](N(CC)CC)C.O.